This data is from Full USPTO retrosynthesis dataset with 1.9M reactions from patents (1976-2016). The task is: Predict the reactants needed to synthesize the given product. (1) Given the product [OH:2][N:1]=[C:7]([C:6]1[CH:9]=[CH:10][CH:11]=[CH:12][C:5]=1[O:4][CH3:3])[NH2:8], predict the reactants needed to synthesize it. The reactants are: [NH2:1][OH:2].[CH3:3][O:4][C:5]1[CH:12]=[CH:11][CH:10]=[CH:9][C:6]=1[C:7]#[N:8]. (2) Given the product [NH2:8][C:6]1[C:5](=[O:11])[N:4]([CH3:12])[C:3](=[O:13])[N:2]([CH3:1])[CH:7]=1, predict the reactants needed to synthesize it. The reactants are: [CH3:1][N:2]1[CH:7]=[C:6]([N+:8]([O-])=O)[C:5](=[O:11])[N:4]([CH3:12])[C:3]1=[O:13].